This data is from Catalyst prediction with 721,799 reactions and 888 catalyst types from USPTO. The task is: Predict which catalyst facilitates the given reaction. (1) Reactant: [C:1]([O:5][C:6]([N:8]1[CH2:13][CH2:12][CH:11]([C:14]2[N:15]([CH2:20][CH2:21][OH:22])[CH:16]=[C:17]([Br:19])[N:18]=2)[CH2:10][CH2:9]1)=[O:7])([CH3:4])([CH3:3])[CH3:2].[S:23](Cl)([CH3:26])(=[O:25])=[O:24]. Product: [C:1]([O:5][C:6]([N:8]1[CH2:13][CH2:12][CH:11]([C:14]2[N:15]([CH2:20][CH2:21][O:22][S:23]([CH3:26])(=[O:25])=[O:24])[CH:16]=[C:17]([Br:19])[N:18]=2)[CH2:10][CH2:9]1)=[O:7])([CH3:4])([CH3:3])[CH3:2]. The catalyst class is: 2. (2) Reactant: [H-].[Na+].[CH3:3][NH:4][C:5](=[O:10])[C:6]([F:9])([F:8])[F:7].Br[CH2:12][CH2:13][CH2:14][CH2:15][CH:16]=[CH2:17].O. Product: [F:7][C:6]([F:9])([F:8])[C:5]([N:4]([CH2:17][CH2:16][CH2:15][CH2:14][CH:13]=[CH2:12])[CH3:3])=[O:10]. The catalyst class is: 3. (3) Reactant: [S:1]([O-:6])(O[O-])(=O)=[O:2].[K+].[K+].[C:9](#N)C.O.[F:13][C:14]([F:53])([F:52])[C:15]1[CH:16]=[C:17]([C@H:25]2[O:29][C:28](=[O:30])[N:27]([CH2:31][C:32]3[C:37]([C:38]4[C:39]([O:47][CH3:48])=[N:40][CH:41]=[C:42]([CH:44]([CH3:46])[CH3:45])[CH:43]=4)=[CH:36][N:35]=[C:34](SC)[N:33]=3)[C@H:26]2[CH3:51])[CH:18]=[C:19]([C:21]([F:24])([F:23])[F:22])[CH:20]=1. Product: [F:23][C:21]([F:22])([F:24])[C:19]1[CH:18]=[C:17]([C@H:25]2[O:29][C:28](=[O:30])[N:27]([CH2:31][C:32]3[C:37]([C:38]4[C:39]([O:47][CH3:48])=[N:40][CH:41]=[C:42]([CH:44]([CH3:45])[CH3:46])[CH:43]=4)=[CH:36][N:35]=[C:34]([S:1]([CH3:9])(=[O:6])=[O:2])[N:33]=3)[C@H:26]2[CH3:51])[CH:16]=[C:15]([C:14]([F:13])([F:53])[F:52])[CH:20]=1. The catalyst class is: 282. (4) Reactant: [OH:1][C:2]1[C:7]2[C@@:8]3([OH:45])[C@@:21]([O:25][CH3:26])([C@H:22]([OH:24])[CH2:23][C:6]=2[CH:5]=[C:4]([CH3:46])[C:3]=1[C:47]([O:49][CH3:50])=[O:48])[C:20](=[O:27])[C:19]1[C:10](=[CH:11][C:12]2[C:13](=[O:43])[C:14]([NH:30][C@@H:31]4[C@H:36]([O:37][CH3:38])[C@H:35]([OH:39])[C@@H:34]([O:40][CH3:41])[C@H:33]([CH3:42])[O:32]4)=[CH:15]C(=O)C=2C=1O)[C:9]3=[O:44].[NH2:51][CH2:52][CH2:53][CH2:54][OH:55]. Product: [OH:1][C:2]1[C:7]2[C@@:8]3([OH:45])[C@@:21]([O:25][CH3:26])([C@H:22]([OH:24])[CH2:23][C:6]=2[CH:5]=[C:4]([CH3:46])[C:3]=1[C:47]([O:49][CH3:50])=[O:48])[C:20](=[O:27])[C:19]1[C:10](=[CH:11][C:12]2[C:13](=[O:43])[C:14]([NH:30][C@@H:31]4[C@H:36]([O:37][CH3:38])[C@H:35]([OH:39])[C@@H:34]([O:40][CH3:41])[C@H:33]([CH3:42])[O:32]4)=[CH:15]/[C:52](=[N:51]\[CH2:4][CH2:3][CH2:2][OH:1])/[C:53]=2[C:54]=1[OH:55])[C:9]3=[O:44]. The catalyst class is: 5. (5) Reactant: [CH3:1][N:2]([S:15]([C:18]1[CH:23]=[CH:22][C:21]([C:24]([F:27])([F:26])[F:25])=[CH:20][CH:19]=1)(=[O:17])=[O:16])[C@H:3]1[CH2:8][CH2:7][C@H:6]([O:9][CH2:10][CH2:11][C:12](O)=[O:13])[CH2:5][CH2:4]1.[CH3:28][NH:29][CH3:30].CN1CCOCC1.CCN=C=NCCCN(C)C.C1C=CC2N(O)N=NC=2C=1. Product: [CH3:28][N:29]([CH3:30])[C:12](=[O:13])[CH2:11][CH2:10][O:9][C@H:6]1[CH2:7][CH2:8][C@H:3]([N:2]([CH3:1])[S:15]([C:18]2[CH:23]=[CH:22][C:21]([C:24]([F:27])([F:26])[F:25])=[CH:20][CH:19]=2)(=[O:17])=[O:16])[CH2:4][CH2:5]1. The catalyst class is: 168. (6) Product: [C:7]([N:10]1[C:19]2[C:14](=[CH:15][C:16]([C:21]3[CH:22]=[N:23][N:24]([CH:26]4[CH2:28][CH2:27]4)[CH:25]=3)=[C:17]([NH:20][S:37]([CH3:36])(=[O:39])=[O:38])[CH:18]=2)[N:13]([C:29]([O:31][CH:32]([CH3:34])[CH3:33])=[O:30])[CH2:12][C@@H:11]1[CH3:35])(=[O:9])[CH3:8]. The catalyst class is: 12. Reactant: N1C=CC=CC=1.[C:7]([N:10]1[C:19]2[C:14](=[CH:15][C:16]([C:21]3[CH:22]=[N:23][N:24]([CH:26]4[CH2:28][CH2:27]4)[CH:25]=3)=[C:17]([NH2:20])[CH:18]=2)[N:13]([C:29]([O:31][CH:32]([CH3:34])[CH3:33])=[O:30])[CH2:12][C@@H:11]1[CH3:35])(=[O:9])[CH3:8].[CH3:36][S:37](Cl)(=[O:39])=[O:38]. (7) Reactant: [CH3:1][C:2]1([CH3:20])[O:6][C@H:5]([CH2:7][O:8][C:9]2[CH:10]=[C:11]([CH2:15][C:16]([O:18]C)=[O:17])[CH:12]=[CH:13][CH:14]=2)[CH2:4][O:3]1.O[Li].O. Product: [CH3:1][C:2]1([CH3:20])[O:6][C@H:5]([CH2:7][O:8][C:9]2[CH:10]=[C:11]([CH2:15][C:16]([OH:18])=[O:17])[CH:12]=[CH:13][CH:14]=2)[CH2:4][O:3]1. The catalyst class is: 24. (8) Reactant: [C:1]1([CH:7]([NH:23][C:24]2[CH:29]=[CH:28][C:27]([C:30](=[O:35])[NH:31][CH2:32][CH2:33][CH3:34])=[CH:26][CH:25]=2)[CH2:8][N:9]2[CH2:13][CH2:12][CH:11]([O:14][C:15](=[O:22])[C:16]3[CH:21]=[CH:20][CH:19]=[CH:18][CH:17]=3)[CH2:10]2)[CH:6]=[CH:5][CH:4]=[CH:3][CH:2]=1.[CH2:36]=O.[B][B][B][B][B][B][B][B][B][B]. The catalyst class is: 5. Product: [CH3:36][N:23]([C:24]1[CH:25]=[CH:26][C:27]([C:30](=[O:35])[NH:31][CH2:32][CH2:33][CH3:34])=[CH:28][CH:29]=1)[CH:7]([C:1]1[CH:6]=[CH:5][CH:4]=[CH:3][CH:2]=1)[CH2:8][N:9]1[CH2:13][CH2:12][CH:11]([O:14][C:15](=[O:22])[C:16]2[CH:21]=[CH:20][CH:19]=[CH:18][CH:17]=2)[CH2:10]1. (9) Reactant: Br[C:2]1[CH:7]=[CH:6][C:5]([C@H:8]2[O:13][CH2:12][CH2:11][N:10]([C:14]([O:16][C:17]([CH3:20])([CH3:19])[CH3:18])=[O:15])[CH2:9]2)=[C:4]([F:21])[CH:3]=1.[C:22](=[NH:35])([C:29]1[CH:34]=[CH:33][CH:32]=[CH:31][CH:30]=1)[C:23]1[CH:28]=[CH:27][CH:26]=[CH:25][CH:24]=1.CC(C)([O-])C.[Na+]. The catalyst class is: 11. Product: [C:23]1([C:22](=[N:35][C:2]2[CH:7]=[CH:6][C:5]([C@H:8]3[O:13][CH2:12][CH2:11][N:10]([C:14]([O:16][C:17]([CH3:20])([CH3:19])[CH3:18])=[O:15])[CH2:9]3)=[C:4]([F:21])[CH:3]=2)[C:29]2[CH:30]=[CH:31][CH:32]=[CH:33][CH:34]=2)[CH:28]=[CH:27][CH:26]=[CH:25][CH:24]=1.